Task: Predict the product of the given reaction.. Dataset: Forward reaction prediction with 1.9M reactions from USPTO patents (1976-2016) (1) Given the reactants CS(C)=O.C(Cl)(=O)C(Cl)=O.[OH:11][CH2:12][C:13]([CH3:19])([CH3:18])[C:14]([O:16][CH3:17])=[O:15].C(N(CC)CC)C, predict the reaction product. The product is: [CH3:18][C:13]([CH3:19])([CH:12]=[O:11])[C:14]([O:16][CH3:17])=[O:15]. (2) Given the reactants Br[C:2]1[C:7]([CH3:8])=[CH:6][CH:5]=[CH:4][N:3]=1.[Li]CCCC.[CH2:14]([N:21]1[CH2:26][CH2:25][C:24](=[O:27])[CH2:23][CH2:22]1)[C:15]1[CH:20]=[CH:19][CH:18]=[CH:17][CH:16]=1.[NH4+].[Cl-], predict the reaction product. The product is: [CH2:14]([N:21]1[CH2:26][CH2:25][C:24]([OH:27])([C:2]2[C:7]([CH3:8])=[CH:6][CH:5]=[CH:4][N:3]=2)[CH2:23][CH2:22]1)[C:15]1[CH:16]=[CH:17][CH:18]=[CH:19][CH:20]=1. (3) Given the reactants [C:1]([O:5][C:6]([N:8]1[CH2:13][CH2:12][N:11]([C:14]2[C:22]3[O:21][C:20]([C:23](=[O:25])[NH2:24])=[C:19]([CH2:26][C:27]4[CH:32]=[CH:31][CH:30]=[CH:29][CH:28]=4)[C:18]=3[CH:17]=[C:16]([CH3:33])[CH:15]=2)[CH2:10][CH2:9]1)=[O:7])([CH3:4])([CH3:3])[CH3:2].[H-].[Na+].[CH3:36]I, predict the reaction product. The product is: [C:1]([O:5][C:6]([N:8]1[CH2:9][CH2:10][N:11]([C:14]2[C:22]3[O:21][C:20]([C:23](=[O:25])[NH:24][CH3:36])=[C:19]([CH2:26][C:27]4[CH:28]=[CH:29][CH:30]=[CH:31][CH:32]=4)[C:18]=3[CH:17]=[C:16]([CH3:33])[CH:15]=2)[CH2:12][CH2:13]1)=[O:7])([CH3:4])([CH3:3])[CH3:2].